This data is from Full USPTO retrosynthesis dataset with 1.9M reactions from patents (1976-2016). The task is: Predict the reactants needed to synthesize the given product. (1) The reactants are: [C:1](Cl)(=[O:3])[CH3:2].Cl.[Cl:6][C:7]1[C:8]([F:38])=[C:9]([NH:13][C:14]2[C:23]3[C:18](=[CH:19][C:20]([O:36][CH3:37])=[C:21]([CH2:24][N:25]([CH3:35])[C:26]4([C:32]([NH2:34])=[O:33])[CH2:31][CH2:30][NH:29][CH2:28][CH2:27]4)[CH:22]=3)[N:17]=[CH:16][N:15]=2)[CH:10]=[CH:11][CH:12]=1.C(N(CC)CC)C. Given the product [C:1]([N:29]1[CH2:30][CH2:31][C:26]([N:25]([CH2:24][C:21]2[CH:22]=[C:23]3[C:18](=[CH:19][C:20]=2[O:36][CH3:37])[N:17]=[CH:16][N:15]=[C:14]3[NH:13][C:9]2[CH:10]=[CH:11][CH:12]=[C:7]([Cl:6])[C:8]=2[F:38])[CH3:35])([C:32]([NH2:34])=[O:33])[CH2:27][CH2:28]1)(=[O:3])[CH3:2], predict the reactants needed to synthesize it. (2) Given the product [CH3:1][C:2]1[O:6][C:5]([C:7]2[CH:8]=[CH:9][CH:10]=[CH:11][CH:12]=2)=[N:4][C:3]=1[CH2:13][O:14][C:15]1[CH:16]=[C:17]([CH:18]=[CH:19][CH:20]=1)[CH2:21][O:22][C:24]1[CH:25]=[N:26][CH:27]=[C:28]([CH:33]=1)[C:29]([O:31][CH3:32])=[O:30], predict the reactants needed to synthesize it. The reactants are: [CH3:1][C:2]1[O:6][C:5]([C:7]2[CH:12]=[CH:11][CH:10]=[CH:9][CH:8]=2)=[N:4][C:3]=1[CH2:13][O:14][C:15]1[CH:16]=[C:17]([CH2:21][OH:22])[CH:18]=[CH:19][CH:20]=1.O[C:24]1[CH:25]=[N:26][CH:27]=[C:28]([CH:33]=1)[C:29]([O:31][CH3:32])=[O:30].C(P(CCCC)CCCC)CCC.N(C(N1CCCCC1)=O)=NC(N1CCCCC1)=O.